Dataset: Catalyst prediction with 721,799 reactions and 888 catalyst types from USPTO. Task: Predict which catalyst facilitates the given reaction. (1) Reactant: [S:1]1[CH:5]=[CH:4][C:3]2[C:6](=[O:10])[CH2:7][CH2:8][CH2:9][C:2]1=2.[Li+].CC([N-]C(C)C)C.[CH2:19](Br)[C:20]1[CH:25]=[CH:24][CH:23]=[CH:22][CH:21]=1.[Cl-].[NH4+]. Product: [CH2:19]([CH:7]1[CH2:8][CH2:9][C:2]2[S:1][CH:5]=[CH:4][C:3]=2[C:6]1=[O:10])[C:20]1[CH:25]=[CH:24][CH:23]=[CH:22][CH:21]=1. The catalyst class is: 1. (2) Reactant: [Cl:1][C:2]1[C:3](Cl)=[C:4]2[N:10]=[C:9]([C:11]3[CH:16]=[CH:15][C:14]([O:17][CH2:18][CH2:19][N:20]4[CH2:25][CH2:24][O:23][CH2:22][CH2:21]4)=[CH:13][CH:12]=3)[NH:8][C:5]2=[N:6][CH:7]=1.[CH3:27][NH:28][CH2:29][C:30]1[CH:35]=[CH:34][CH:33]=[CH:32][CH:31]=1. Product: [CH2:29]([N:28]([CH3:27])[C:3]1[C:2]([Cl:1])=[CH:7][N:6]=[C:5]2[N:8]=[C:9]([C:11]3[CH:12]=[CH:13][C:14]([O:17][CH2:18][CH2:19][N:20]4[CH2:21][CH2:22][O:23][CH2:24][CH2:25]4)=[CH:15][CH:16]=3)[NH:10][C:4]=12)[C:30]1[CH:35]=[CH:34][CH:33]=[CH:32][CH:31]=1. The catalyst class is: 27. (3) The catalyst class is: 288. Reactant: Br.[NH2:2][CH2:3][CH:4]1[C:9]2=[N:10][C:11]([C:15]3[CH:20]=[CH:19][N:18]=[CH:17][N:16]=3)=[CH:12][C:13](=[O:14])[N:8]2[CH2:7][CH2:6][CH2:5]1.[Cl:21][C:22]1[CH:30]=[CH:29][C:25]([C:26](O)=[O:27])=[C:24]([O:31][CH3:32])[CH:23]=1.C(OP(C#N)(=O)OCC)C.C(N(CC)CC)C. Product: [Cl:21][C:22]1[CH:30]=[CH:29][C:25]([C:26]([NH:2][CH2:3][CH:4]2[C:9]3=[N:10][C:11]([C:15]4[CH:20]=[CH:19][N:18]=[CH:17][N:16]=4)=[CH:12][C:13](=[O:14])[N:8]3[CH2:7][CH2:6][CH2:5]2)=[O:27])=[C:24]([O:31][CH3:32])[CH:23]=1. (4) Reactant: [OH:1][C:2]([CH3:33])([CH2:28][CH2:29][CH2:30][CH2:31][CH3:32])[CH2:3]/[CH:4]=[CH:5]/[C@H:6]1[C@H:10]([CH3:11])[O:9][C:8](=[O:12])[N:7]1[CH2:13][CH2:14][S:15][C:16]1[S:17][CH:18]=[C:19]([C:21]([O:23]CCCC)=[O:22])[N:20]=1.[OH-].[Na+].Cl. Product: [OH:1][C:2]([CH3:33])([CH2:28][CH2:29][CH2:30][CH2:31][CH3:32])[CH2:3]/[CH:4]=[CH:5]/[C@H:6]1[C@H:10]([CH3:11])[O:9][C:8](=[O:12])[N:7]1[CH2:13][CH2:14][S:15][C:16]1[S:17][CH:18]=[C:19]([C:21]([OH:23])=[O:22])[N:20]=1. The catalyst class is: 5. (5) Reactant: [C:1]([C:3]1[C:11]2[C:6](=[CH:7][C:8]([C:12](O)=[O:13])=[CH:9][CH:10]=2)[N:5]([CH2:15][CH3:16])[CH:4]=1)#[N:2].C(Cl)(=O)C([Cl:20])=O. Product: [C:1]([C:3]1[C:11]2[C:6](=[CH:7][C:8]([C:12]([Cl:20])=[O:13])=[CH:9][CH:10]=2)[N:5]([CH2:15][CH3:16])[CH:4]=1)#[N:2]. The catalyst class is: 59.